This data is from Reaction yield outcomes from USPTO patents with 853,638 reactions. The task is: Predict the reaction yield, written as a fraction of the theoretical maximum amount of product (1.0 means a 100% yield; for example, 0.34 means a 34% yield). (1) The reactants are O[Li].O.O.C([O:7][C:8]([C:10]1([CH2:14][CH2:15][CH2:16][CH2:17][C:18](=[O:32])[CH2:19][CH2:20][CH2:21][CH2:22][C:23]2([C:27]([O:29]CC)=[O:28])[CH2:26][CH2:25][CH2:24]2)[CH2:13][CH2:12][CH2:11]1)=[O:9])C. The catalyst is CCO. The product is [C:27]([C:23]1([CH2:22][CH2:21][CH2:20][CH2:19][C:18](=[O:32])[CH2:17][CH2:16][CH2:15][CH2:14][C:10]2([C:8]([OH:9])=[O:7])[CH2:11][CH2:12][CH2:13]2)[CH2:26][CH2:25][CH2:24]1)([OH:29])=[O:28]. The yield is 0.560. (2) The reactants are [NH:1]1[C:5]2=[N:6][CH:7]=[N:8][C:9]([NH2:10])=[C:4]2[CH:3]=[N:2]1.[I:11]N1C(=O)CCC1=O. The catalyst is CN(C)C=O.O. The product is [I:11][C:3]1[C:4]2[C:5](=[N:6][CH:7]=[N:8][C:9]=2[NH2:10])[NH:1][N:2]=1. The yield is 0.520. (3) The reactants are [N:1]1[C:10]2[C:5](=[CH:6][C:7]([CH:11]=O)=[CH:8][CH:9]=2)[CH:4]=[CH:3][CH:2]=1.[NH2:13][C:14]1[CH:22]=[CH:21][CH:20]=[C:19]2[C:15]=1[CH2:16][O:17][C:18]2=[O:23].S([O-])([O-])(=O)=O.[Mg+2]. The catalyst is C(#N)C. The product is [N:1]1[C:10]2[C:5](=[CH:6][C:7](/[CH:11]=[N:13]/[C:14]3[CH:22]=[CH:21][CH:20]=[C:19]4[C:15]=3[CH2:16][O:17][C:18]4=[O:23])=[CH:8][CH:9]=2)[CH:4]=[CH:3][CH:2]=1. The yield is 0.930. (4) The reactants are [F:1][C:2]1[CH:3]=[C:4]([C:8]2([NH:14][C:15]3[N:20]=[CH:19][C:18]([C:21](OCC)=[O:22])=[CH:17][N:16]=3)[CH2:13][CH2:12][CH2:11][CH2:10][CH2:9]2)[CH:5]=[CH:6][CH:7]=1.[NH2:26][OH:27].[OH-].[Na+]. The catalyst is CO.C(Cl)Cl.O.CO. The product is [F:1][C:2]1[CH:3]=[C:4]([C:8]2([NH:14][C:15]3[N:16]=[CH:17][C:18]([C:21]([NH:26][OH:27])=[O:22])=[CH:19][N:20]=3)[CH2:9][CH2:10][CH2:11][CH2:12][CH2:13]2)[CH:5]=[CH:6][CH:7]=1. The yield is 0.730.